Dataset: Catalyst prediction with 721,799 reactions and 888 catalyst types from USPTO. Task: Predict which catalyst facilitates the given reaction. (1) Reactant: [Cl:1][C:2]1[N:7]=[N:6][C:5]([C:8]([OH:10])=O)=[CH:4][CH:3]=1.S(Cl)(Cl)=O.[CH2:15]([NH2:20])[CH2:16][CH2:17][CH2:18][CH3:19]. Product: [CH2:15]([NH:20][C:8]([C:5]1[N:6]=[N:7][C:2]([Cl:1])=[CH:3][CH:4]=1)=[O:10])[CH2:16][CH2:17][CH2:18][CH3:19]. The catalyst class is: 12. (2) The catalyst class is: 12. Reactant: Br[C:2]1[N:7]=[CH:6][C:5]2[N:8]=[C:9]([C:14]([N:16]3[CH2:21][CH2:20][N:19]([CH3:22])[CH2:18][CH2:17]3)=[O:15])[N:10]([CH:11]([CH3:13])[CH3:12])[C:4]=2[CH:3]=1.C1(P(C2C=CC=CC=2)C2C3OC4C(=CC=CC=4P(C4C=CC=CC=4)C4C=CC=CC=4)C(C)(C)C=3C=CC=2)C=CC=CC=1.[CH3:65][O:66][CH:67]1[CH2:72][CH2:71][N:70]([C:73]2[N:78]=[C:77]([NH2:79])[CH:76]=[CH:75][N:74]=2)[CH2:69][CH2:68]1.C(=O)([O-])[O-].[Cs+].[Cs+]. Product: [CH:11]([N:10]1[C:4]2[CH:3]=[C:2]([NH:79][C:77]3[CH:76]=[CH:75][N:74]=[C:73]([N:70]4[CH2:69][CH2:68][CH:67]([O:66][CH3:65])[CH2:72][CH2:71]4)[N:78]=3)[N:7]=[CH:6][C:5]=2[N:8]=[C:9]1[C:14]([N:16]1[CH2:21][CH2:20][N:19]([CH3:22])[CH2:18][CH2:17]1)=[O:15])([CH3:13])[CH3:12]. (3) Reactant: [OH-].[NH4+:2].[CH3:3][O:4][C:5]1[CH:10]=[C:9]([N+:11]([O-:13])=[O:12])[CH:8]=[CH:7][C:6]=1[S:14](Cl)(=[O:16])=[O:15]. Product: [CH3:3][O:4][C:5]1[CH:10]=[C:9]([N+:11]([O-:13])=[O:12])[CH:8]=[CH:7][C:6]=1[S:14]([NH2:2])(=[O:16])=[O:15]. The catalyst class is: 625. (4) Reactant: CC(C)([O-])C.[K+].[OH:7][CH:8]1[CH2:13][CH2:12][O:11][CH2:10][CH2:9]1.Cl.[Cl:15][C:16]1[C:21]([NH:22][C:23]2[C:32]3[C:27](=[CH:28][C:29]([F:34])=[CH:30][C:31]=3F)[N:26]=[CH:25][N:24]=2)=[C:20]2[O:35][CH2:36][O:37][C:19]2=[CH:18][CH:17]=1.O. Product: [Cl:15][C:16]1[C:21]([NH:22][C:23]2[C:32]3[C:27](=[CH:28][C:29]([F:34])=[CH:30][C:31]=3[O:7][CH:8]3[CH2:13][CH2:12][O:11][CH2:10][CH2:9]3)[N:26]=[CH:25][N:24]=2)=[C:20]2[O:35][CH2:36][O:37][C:19]2=[CH:18][CH:17]=1. The catalyst class is: 220. (5) Reactant: C([O:3][C:4](=[O:25])[C:5]1[CH:10]=[CH:9][C:8]([N:11]2[C:19]3[C:14](=[CH:15][C:16]([O:21]C)=[C:17]([F:20])[CH:18]=3)[C:13]([C:23]#[N:24])=[CH:12]2)=[CH:7][CH:6]=1)C.B(Br)(Br)Br.O. Product: [C:23]([C:13]1[C:14]2[C:19](=[CH:18][C:17]([F:20])=[C:16]([OH:21])[CH:15]=2)[N:11]([C:8]2[CH:9]=[CH:10][C:5]([C:4]([OH:25])=[O:3])=[CH:6][CH:7]=2)[CH:12]=1)#[N:24]. The catalyst class is: 4. (6) Reactant: [CH2:1]([O:8][C:9](=[O:32])[N:10]([CH:21]([C:23]1[CH:28]=[C:27]([F:29])[C:26]([Br:30])=[CH:25][C:24]=1[F:31])[CH3:22])[CH2:11][CH2:12][NH:13]C(OC(C)(C)C)=O)[C:2]1[CH:7]=[CH:6][CH:5]=[CH:4][CH:3]=1.[F:33][C:34]([F:39])([F:38])[C:35]([OH:37])=[O:36]. Product: [F:33][C:34]([F:39])([F:38])[C:35]([OH:37])=[O:36].[NH2:13][CH2:12][CH2:11][N:10]([CH:21]([C:23]1[CH:28]=[C:27]([F:29])[C:26]([Br:30])=[CH:25][C:24]=1[F:31])[CH3:22])[C:9](=[O:32])[O:8][CH2:1][C:2]1[CH:7]=[CH:6][CH:5]=[CH:4][CH:3]=1. The catalyst class is: 2. (7) Reactant: [CH:1]1([C:4]#[C:5][C:6]2[CH:7]=[CH:8][C:9]([C:12]([O:14]C)=[O:13])=[N:10][CH:11]=2)[CH2:3][CH2:2]1.[OH-].[K+].O.Cl. Product: [CH:1]1([C:4]#[C:5][C:6]2[CH:7]=[CH:8][C:9]([C:12]([OH:14])=[O:13])=[N:10][CH:11]=2)[CH2:3][CH2:2]1. The catalyst class is: 5. (8) Reactant: [H-].[Na+].[CH3:3][O:4][C:5]([C:7]1[C:15]2[C:10](=[N:11][CH:12]=[C:13]([F:16])[CH:14]=2)[N:9]([S:17]([C:20]2[CH:25]=[CH:24][CH:23]=[CH:22][CH:21]=2)(=[O:19])=[O:18])[C:8]=1[CH2:26]Br)=[O:6].[C:28]([CH2:30][NH:31][S:32]([C:35]1[CH:40]=[CH:39][C:38]([CH3:41])=[CH:37][CH:36]=1)(=[O:34])=[O:33])#[N:29].Cl. Product: [CH3:3][O:4][C:5]([C:7]1[C:15]2[C:10](=[N:11][CH:12]=[C:13]([F:16])[CH:14]=2)[N:9]([S:17]([C:20]2[CH:25]=[CH:24][CH:23]=[CH:22][CH:21]=2)(=[O:19])=[O:18])[C:8]=1[CH2:26][N:31]([CH2:30][C:28]#[N:29])[S:32]([C:35]1[CH:36]=[CH:37][C:38]([CH3:41])=[CH:39][CH:40]=1)(=[O:34])=[O:33])=[O:6]. The catalyst class is: 3. (9) Reactant: C([O:4][C@@H:5]1[C@:9]([CH2:18][CH:19]=[CH2:20])([O:10][CH2:11][C:12]2[CH:17]=[CH:16][CH:15]=[CH:14][CH:13]=2)[C@@H:8]([CH2:21][O:22][CH2:23][C:24]2[CH:29]=[CH:28][CH:27]=[CH:26][CH:25]=2)[O:7][C@H:6]1[N:30]1[CH:38]=[C:36]([CH3:37])[C:34](=[O:35])[NH:33][C:31]1=[O:32])(=O)C.C[O-].[Na+].Cl. Product: [CH2:18]([C@@:9]1([O:10][CH2:11][C:12]2[CH:17]=[CH:16][CH:15]=[CH:14][CH:13]=2)[C@@H:8]([CH2:21][O:22][CH2:23][C:24]2[CH:25]=[CH:26][CH:27]=[CH:28][CH:29]=2)[O:7][C@@H:6]([N:30]2[CH:38]=[C:36]([CH3:37])[C:34](=[O:35])[NH:33][C:31]2=[O:32])[C@@H:5]1[OH:4])[CH:19]=[CH2:20]. The catalyst class is: 5.